Dataset: Catalyst prediction with 721,799 reactions and 888 catalyst types from USPTO. Task: Predict which catalyst facilitates the given reaction. (1) Reactant: [C:1](=[O:22])(OC1C=CC([N+]([O-])=O)=CC=1)[O:2][CH2:3][CH2:4][N:5]1[CH2:10][CH2:9][N:8]([CH3:11])[CH2:7][CH2:6]1.CCN(C(C)C)C(C)C.[C:32]1([CH:38]2[CH2:42][CH2:41][NH:40][CH2:39]2)[CH:37]=[CH:36][CH:35]=[CH:34][CH:33]=1. Product: [C:32]1([CH:38]2[CH2:42][CH2:41][N:40]([C:1]([O:2][CH2:3][CH2:4][N:5]3[CH2:6][CH2:7][N:8]([CH3:11])[CH2:9][CH2:10]3)=[O:22])[CH2:39]2)[CH:37]=[CH:36][CH:35]=[CH:34][CH:33]=1. The catalyst class is: 3. (2) Reactant: [F:1][C:2]1[CH:3]=[C:4]2[C:9](=[CH:10][CH:11]=1)[CH2:8][C:7](=[N:12]O)[CH2:6][CH2:5]2.[ClH:14]. Product: [ClH:14].[F:1][C:2]1[CH:3]=[C:4]2[C:9](=[CH:10][CH:11]=1)[CH2:8][CH:7]([NH2:12])[CH2:6][CH2:5]2. The catalyst class is: 43. (3) Reactant: [CH3:1][C@@H:2]1[CH2:24][C:23]2[C:25](=[O:26])[C:18](=[CH:19][C:20]([C:22]=2OC)=[O:21])[NH:17][C:15](=[O:16])[C:14]([CH3:29])=[CH:13][CH:12]=[CH:11][C@H:10]([O:30][CH3:31])[C@@H:9]([O:32][C:33]([NH2:35])=[O:34])[C:8]([CH3:36])=[CH:7][C@H:6]([CH3:37])[C@@H:5]([OH:38])[C@@H:4]([O:39][CH3:40])[CH2:3]1.[NH3:41]. Product: [CH3:1][C@@H:2]1[CH2:24][C:23]2[C:25](=[O:26])[C:18](=[CH:19][C:20]([C:22]=2[NH2:41])=[O:21])[NH:17][C:15](=[O:16])[C:14]([CH3:29])=[CH:13][CH:12]=[CH:11][C@H:10]([O:30][CH3:31])[C@@H:9]([O:32][C:33]([NH2:35])=[O:34])[C:8]([CH3:36])=[CH:7][C@H:6]([CH3:37])[C@@H:5]([OH:38])[C@@H:4]([O:39][CH3:40])[CH2:3]1. The catalyst class is: 138. (4) Reactant: [Br:1][C:2]1[CH:3]=[C:4]([O:12]C)[CH:5]=[C:6]2[C:10]=1[C:9](=[O:11])[NH:8][CH2:7]2.B(Br)(Br)Br. Product: [Br:1][C:2]1[CH:3]=[C:4]([OH:12])[CH:5]=[C:6]2[C:10]=1[C:9](=[O:11])[NH:8][CH2:7]2. The catalyst class is: 91. (5) Reactant: [Cl:1][C:2]1[CH:10]=[CH:9][C:5]([C:6]([OH:8])=O)=[CH:4][N:3]=1.[CH:11]([N:14]1[CH2:19][CH2:18][NH:17][CH2:16][CH2:15]1)([CH3:13])[CH3:12].C1C=CC2N(O)N=NC=2C=1.C(Cl)CCl.CN1CCOCC1. Product: [NH3:3].[Cl:1][C:2]1[N:3]=[CH:4][C:5]([C:6]([N:17]2[CH2:18][CH2:19][N:14]([CH:11]([CH3:13])[CH3:12])[CH2:15][CH2:16]2)=[O:8])=[CH:9][CH:10]=1. The catalyst class is: 797. (6) Reactant: Cl[CH2:2][C:3]1[N:12]=[C:11]([C:13]2[CH:18]=[CH:17][C:16]3[O:19][CH2:20][O:21][C:15]=3[CH:14]=2)[C:10]2[C:5](=[CH:6][C:7]3[O:24][CH2:23][O:22][C:8]=3[CH:9]=2)[N:4]=1.[C:25]([O-:28])(=[O:27])[CH3:26].[Na+]. Product: [C:25]([O:28][CH2:2][C:3]1[N:12]=[C:11]([C:13]2[CH:18]=[CH:17][C:16]3[O:19][CH2:20][O:21][C:15]=3[CH:14]=2)[C:10]2[C:5](=[CH:6][C:7]3[O:24][CH2:23][O:22][C:8]=3[CH:9]=2)[N:4]=1)(=[O:27])[CH3:26]. The catalyst class is: 3.